This data is from CYP2C9 inhibition data for predicting drug metabolism from PubChem BioAssay. The task is: Regression/Classification. Given a drug SMILES string, predict its absorption, distribution, metabolism, or excretion properties. Task type varies by dataset: regression for continuous measurements (e.g., permeability, clearance, half-life) or binary classification for categorical outcomes (e.g., BBB penetration, CYP inhibition). Dataset: cyp2c9_veith. (1) The compound is Cc1ccccc1-c1nc(NC2CCNCC2)c2ccccc2n1. The result is 0 (non-inhibitor). (2) The compound is CCCN(CCC)C(=S)NC(=O)c1ccc(Cl)cc1Cl. The result is 1 (inhibitor). (3) The drug is O=C1CCCC2=C1C(c1ccc(Cl)cc1)C1C(=O)c3ccccc3C1=N2. The result is 1 (inhibitor).